This data is from Peptide-MHC class I binding affinity with 185,985 pairs from IEDB/IMGT. The task is: Regression. Given a peptide amino acid sequence and an MHC pseudo amino acid sequence, predict their binding affinity value. This is MHC class I binding data. (1) The peptide sequence is WRNPAEEREK. The MHC is Mamu-B8301 with pseudo-sequence Mamu-B8301. The binding affinity (normalized) is 0.212. (2) The peptide sequence is ALYYVHSLLY. The MHC is HLA-A31:01 with pseudo-sequence HLA-A31:01. The binding affinity (normalized) is 0.138. (3) The peptide sequence is NFFTELENK. The binding affinity (normalized) is 0. The MHC is HLA-A03:01 with pseudo-sequence HLA-A03:01. (4) The peptide sequence is ETIGLVRAL. The MHC is HLA-A80:01 with pseudo-sequence HLA-A80:01. The binding affinity (normalized) is 0.0847. (5) The MHC is HLA-B40:01 with pseudo-sequence HLA-B40:01. The binding affinity (normalized) is 0.0847. The peptide sequence is SYLKPHIFE. (6) The peptide sequence is MERFSWHVA. The MHC is HLA-B08:01 with pseudo-sequence HLA-B08:01. The binding affinity (normalized) is 0.0847. (7) The peptide sequence is ALFDRPAFK. The MHC is HLA-B58:01 with pseudo-sequence HLA-B58:01. The binding affinity (normalized) is 0.0847.